Task: Predict the product of the given reaction.. Dataset: Forward reaction prediction with 1.9M reactions from USPTO patents (1976-2016) (1) Given the reactants [F:1][C:2]([F:32])([F:31])[C:3]1[CH:4]=[C:5]([CH:13]([O:15][CH:16]2[CH2:20][CH2:19][CH:18]([C:21]([O:23]C)=[O:22])[CH:17]2[C:25]2[CH:30]=[CH:29][CH:28]=[CH:27][CH:26]=2)[CH3:14])[CH:6]=[C:7]([C:9]([F:12])([F:11])[F:10])[CH:8]=1.[OH-].[Na+], predict the reaction product. The product is: [F:1][C:2]([F:31])([F:32])[C:3]1[CH:4]=[C:5]([CH:13]([O:15][CH:16]2[CH2:20][CH2:19][CH:18]([C:21]([OH:23])=[O:22])[CH:17]2[C:25]2[CH:26]=[CH:27][CH:28]=[CH:29][CH:30]=2)[CH3:14])[CH:6]=[C:7]([C:9]([F:12])([F:11])[F:10])[CH:8]=1. (2) Given the reactants [CH3:1][CH:2]([CH3:31])[CH2:3][C@H:4]([NH:23]C(=O)OC(C)(C)C)[CH2:5][O:6][C:7]1[CH:8]=[CH:9][C:10]2[C:19]3[C:14](=[CH:15][N:16]=[CH:17][CH:18]=3)[C:13](=[O:20])[N:12]([CH3:21])[C:11]=2[CH:22]=1.Cl, predict the reaction product. The product is: [NH2:23][C@@H:4]([CH2:3][CH:2]([CH3:31])[CH3:1])[CH2:5][O:6][C:7]1[CH:8]=[CH:9][C:10]2[C:19]3[C:14](=[CH:15][N:16]=[CH:17][CH:18]=3)[C:13](=[O:20])[N:12]([CH3:21])[C:11]=2[CH:22]=1. (3) Given the reactants [N:1]1[CH:6]=[CH:5][CH:4]=[CH:3][C:2]=1[CH2:7][C:8]([O:10][CH3:11])=[O:9].[Li+].[CH3:13][Si]([N-][Si](C)(C)C)(C)C.IC, predict the reaction product. The product is: [N:1]1[CH:6]=[CH:5][CH:4]=[CH:3][C:2]=1[CH:7]([CH3:13])[C:8]([O:10][CH3:11])=[O:9]. (4) Given the reactants [CH3:1][C:2]1[CH:9]=[C:8]([CH3:10])[CH:7]=[C:6]([CH3:11])[C:3]=1[CH2:4][OH:5].[C:12]1(=[O:18])[O:17][C:15](=[O:16])[CH2:14][CH2:13]1.C(=O)([O-])[O-].[Cs+].[Cs+], predict the reaction product. The product is: [CH3:1][C:2]1[CH:9]=[C:8]([CH3:10])[CH:7]=[C:6]([CH3:11])[C:3]=1[CH2:4][O:5][C:12](=[O:18])[CH2:13][CH2:14][C:15]([OH:17])=[O:16]. (5) Given the reactants [CH3:1][C:2]1[CH:11]=[C:10]2[C:5]([CH:6]=[C:7]([CH2:12]O)[CH:8]=[N:9]2)=[CH:4][CH:3]=1.C1CCN2C(=NCCC2)CC1.C1C=CC(P([N:39]=[N+:40]=[N-:41])(C2C=CC=CC=2)=O)=CC=1, predict the reaction product. The product is: [N:39]([CH2:12][C:7]1[CH:8]=[N:9][C:10]2[C:5]([CH:6]=1)=[CH:4][CH:3]=[C:2]([CH3:1])[CH:11]=2)=[N+:40]=[N-:41]. (6) The product is: [CH3:35][O:34][C:30](=[O:33])[CH:31]=[CH:32][O:15][C@H:12]1[CH2:11][CH2:10][C@H:9]([N:7]([C:6]([O:5][C:1]([CH3:4])([CH3:2])[CH3:3])=[O:16])[CH3:8])[CH2:14][CH2:13]1. Given the reactants [C:1]([O:5][C:6](=[O:16])[N:7]([C@H:9]1[CH2:14][CH2:13][C@H:12]([OH:15])[CH2:11][CH2:10]1)[CH3:8])([CH3:4])([CH3:3])[CH3:2].C(P(CCCC)CCCC)CCC.[C:30]([O:34][CH3:35])(=[O:33])[C:31]#[CH:32], predict the reaction product. (7) Given the reactants [NH:1]([C:3](=[S:6])OC)[NH2:2].[NH:7]1[CH2:12][CH2:11][CH:10]([OH:13])[CH2:9][CH2:8]1.C(OCC)(=O)C, predict the reaction product. The product is: [NH:1]([C:3]([N:7]1[CH2:12][CH2:11][CH:10]([OH:13])[CH2:9][CH2:8]1)=[S:6])[NH2:2]. (8) Given the reactants [Cl:1][C:2]1[CH:7]=[C:6]([C:8](=O)[CH2:9]Br)[CH:5]=[CH:4][N:3]=1.[O:12]=[C:13]1[C:18](=O)[CH2:17][CH2:16][CH2:15][NH:14]1.C([O-])(=O)C.[NH4+:24], predict the reaction product. The product is: [Cl:1][C:2]1[CH:7]=[C:6]([C:8]2[NH:24][C:18]3[C:13](=[O:12])[NH:14][CH2:15][CH2:16][C:17]=3[CH:9]=2)[CH:5]=[CH:4][N:3]=1.